Predict the product of the given reaction. From a dataset of Forward reaction prediction with 1.9M reactions from USPTO patents (1976-2016). (1) The product is: [C:14]([CH2:13][O:12][C:9]1[CH:10]=[CH:11][C:6]([O:5][CH2:4][C:3]([OH:18])=[O:2])=[CH:7][CH:8]=1)([OH:16])=[O:15]. Given the reactants C[O:2][C:3](=[O:18])[CH2:4][O:5][C:6]1[CH:11]=[CH:10][C:9]([O:12][CH2:13][C:14]([O:16]C)=[O:15])=[CH:8][CH:7]=1.Cl, predict the reaction product. (2) Given the reactants [N+:1]([O-:4])([OH:3])=[O:2].[CH3:5][O:6][C:7]1[CH:8]=[C:9]2[CH2:18][CH:17]([CH2:19][CH:20]3[CH2:25][CH2:24][N:23]([CH2:26][C:27]4[CH:28]=[CH:29][CH:30]=[CH:31][CH:32]=4)[CH2:22][CH2:21]3)[C:15](=[O:16])[C:10]2=[CH:11][C:12]=1[O:13][CH3:14], predict the reaction product. The product is: [CH3:5][O:6][C:7]1[CH:8]=[C:9]2[CH2:18][CH:17]([CH2:19][CH:20]3[CH2:21][CH2:22][N:23]([CH2:26][C:27]4[CH:32]=[CH:31][CH:30]=[CH:29][CH:28]=4)[CH2:24][CH2:25]3)[C:15](=[O:16])[C:10]2=[CH:11][C:12]=1[O:13][CH3:14].[N+:1]([O-:4])([O-:3])=[O:2]. (3) Given the reactants FC(F)(F)C(O)=O.[Cl:8][C:9]1[N:10]=[C:11]([N:18]2[CH2:23][CH2:22][O:21][CH2:20][CH2:19]2)[C:12]2[CH2:17][NH:16][CH2:15][C:13]=2[N:14]=1.CCN(CC)CC.[CH3:31][O:32][C:33](Cl)=[O:34].[OH-].[Na+], predict the reaction product. The product is: [Cl:8][C:9]1[N:10]=[C:11]([N:18]2[CH2:19][CH2:20][O:21][CH2:22][CH2:23]2)[C:12]2[CH2:17][N:16]([C:33]([O:32][CH3:31])=[O:34])[CH2:15][C:13]=2[N:14]=1. (4) Given the reactants [CH3:1][C:2]1[N:3]=[C:4]([CH:8]([NH:13][C:14]2[C:15]3[N:16]([CH:22]=[CH:23][CH:24]=3)[N:17]=[CH:18][C:19]=2[C:20]#[N:21])[CH2:9][CH:10]([CH3:12])[CH3:11])[S:5][C:6]=1[CH3:7].[NH4+].[OH-:26].OO, predict the reaction product. The product is: [CH3:1][C:2]1[N:3]=[C:4]([CH:8]([NH:13][C:14]2[C:15]3[N:16]([CH:22]=[CH:23][CH:24]=3)[N:17]=[CH:18][C:19]=2[C:20]([NH2:21])=[O:26])[CH2:9][CH:10]([CH3:12])[CH3:11])[S:5][C:6]=1[CH3:7]. (5) Given the reactants Cl[C:2]1[N:3]=[N:4][C:5]([C:8]2[CH:13]=[CH:12][CH:11]=[CH:10][CH:9]=2)=[CH:6][CH:7]=1.[CH2:14]1[C@@H:18]2[CH2:19][NH:20][CH2:21][C@@H:17]2[CH2:16][N:15]1[C:22]([O:24][C:25]([CH3:28])([CH3:27])[CH3:26])=[O:23].C(N(C(C)C)CC)(C)C.O, predict the reaction product. The product is: [C:8]1([C:5]2[N:4]=[N:3][C:2]([N:20]3[CH2:19][C@@H:18]4[CH2:14][N:15]([C:22]([O:24][C:25]([CH3:28])([CH3:27])[CH3:26])=[O:23])[CH2:16][C@@H:17]4[CH2:21]3)=[CH:7][CH:6]=2)[CH:13]=[CH:12][CH:11]=[CH:10][CH:9]=1. (6) Given the reactants [C:1]([O:4][CH2:5][C@H:6]([NH:13][S:14]([C:17]1[CH:22]=[CH:21][C:20]([Cl:23])=[CH:19][CH:18]=1)(=[O:16])=[O:15])[C:7]1[CH:12]=[CH:11][CH:10]=[CH:9][CH:8]=1)(=[O:3])[CH3:2].O[CH2:25][C:26]1[CH:35]=[CH:34][C:29]([C:30]([O:32][CH3:33])=[O:31])=[CH:28][CH:27]=1.C1(P(C2C=CC=CC=2)C2C=CC=CC=2)C=CC=CC=1.CC(OC(/N=N/C(OC(C)C)=O)=O)C, predict the reaction product. The product is: [C:1]([O:4][CH2:5][C@H:6]([N:13]([CH2:25][C:26]1[CH:35]=[CH:34][C:29]([C:30]([O:32][CH3:33])=[O:31])=[CH:28][CH:27]=1)[S:14]([C:17]1[CH:22]=[CH:21][C:20]([Cl:23])=[CH:19][CH:18]=1)(=[O:16])=[O:15])[C:7]1[CH:8]=[CH:9][CH:10]=[CH:11][CH:12]=1)(=[O:3])[CH3:2]. (7) Given the reactants [CH3:1][O:2][C:3]([C:5]1[N:6]=[C:7]([CH3:14])[N:8]([CH3:13])[C:9]=1[C:10]([OH:12])=O)=[O:4].[CH3:15][N:16]1[C:20]2[CH:21]=[CH:22][CH:23]=[CH:24][C:19]=2[N:18]=[C:17]1[CH2:25][CH2:26][NH2:27], predict the reaction product. The product is: [CH3:1][O:2][C:3]([C:5]1[N:6]=[C:7]([CH3:14])[N:8]([CH3:13])[C:9]=1[C:10](=[O:12])[NH:27][CH2:26][CH2:25][C:17]1[N:16]([CH3:15])[C:20]2[CH:21]=[CH:22][CH:23]=[CH:24][C:19]=2[N:18]=1)=[O:4].